This data is from Catalyst prediction with 721,799 reactions and 888 catalyst types from USPTO. The task is: Predict which catalyst facilitates the given reaction. (1) Reactant: FC(F)(F)COP([CH2:13][C:14](=[O:41])[N:15]([C:29]1[CH:37]=[C:36]2[C:32]([CH2:33][CH2:34][N:35]2[C:38](=[O:40])[CH3:39])=[CH:31][CH:30]=1)[CH:16]1[CH2:21][CH2:20][N:19]([CH2:22][C:23]2[CH:28]=[CH:27][CH:26]=[CH:25][CH:24]=2)[CH2:18][CH2:17]1)(=O)OCC(F)(F)F.C1OCCOCCOCCOCCOCCOC1.C[Si]([N-][Si](C)(C)C)(C)C.[K+].[CH:72](=O)[C:73]1[CH:78]=[CH:77][CH:76]=[CH:75][CH:74]=1. Product: [C:38]([N:35]1[C:36]2[C:32](=[CH:31][CH:30]=[C:29]([N:15]([CH:16]3[CH2:21][CH2:20][N:19]([CH2:22][C:23]4[CH:28]=[CH:27][CH:26]=[CH:25][CH:24]=4)[CH2:18][CH2:17]3)[C:14](=[O:41])/[CH:13]=[CH:72]\[C:73]3[CH:78]=[CH:77][CH:76]=[CH:75][CH:74]=3)[CH:37]=2)[CH2:33][CH2:34]1)(=[O:40])[CH3:39]. The catalyst class is: 1. (2) Reactant: [F:1][CH:2]([CH3:12])[CH2:3][O:4][C:5]1[C:10]([NH2:11])=[CH:9][CH:8]=[CH:7][N:6]=1.[CH3:13][O:14][C:15]([C:17]1[S:26][C:20]2[N:21]=[CH:22][N:23]=[C:24](Cl)[C:19]=2[C:18]=1[CH3:27])=[O:16].Cl.CN1CCC(=C2C3C(=CC=CC=3)C=CC3C2=CC=CC=3)CC1. Product: [CH3:13][O:14][C:15]([C:17]1[S:26][C:20]2[N:21]=[CH:22][N:23]=[C:24]([NH:11][C:10]3[C:5]([O:4][CH2:3][CH:2]([F:1])[CH3:12])=[N:6][CH:7]=[CH:8][CH:9]=3)[C:19]=2[C:18]=1[CH3:27])=[O:16]. The catalyst class is: 12.